Dataset: Forward reaction prediction with 1.9M reactions from USPTO patents (1976-2016). Task: Predict the product of the given reaction. (1) Given the reactants Cl[C:2]1[N:7]=[C:6]([C:8]2[CH:9]=[N:10][N:11]3[CH:16]=[CH:15][C:14]([C:17]#[N:18])=[CH:13][C:12]=23)[CH:5]=[CH:4][CH:3]=1.[CH:19]1([CH2:25][NH2:26])[CH2:24][CH2:23][CH2:22][CH2:21][CH2:20]1.C(N(CC)CC)C.O, predict the reaction product. The product is: [CH:19]1([CH2:25][NH:26][C:2]2[N:7]=[C:6]([C:8]3[CH:9]=[N:10][N:11]4[CH:16]=[CH:15][C:14]([C:17]#[N:18])=[CH:13][C:12]=34)[CH:5]=[CH:4][CH:3]=2)[CH2:24][CH2:23][CH2:22][CH2:21][CH2:20]1. (2) Given the reactants Br[C:2]1[CH:7]=[CH:6][C:5]([C:8]2([OH:12])[CH2:11][O:10][CH2:9]2)=[CH:4][CH:3]=1.[CH3:13][C:14]1([CH3:28])[CH2:19][O:18][B:17]([B:17]2[O:18][CH2:19][C:14]([CH3:28])([CH3:13])[CH2:15][O:16]2)[O:16][CH2:15]1.CC([O-])=O.[K+], predict the reaction product. The product is: [CH3:13][C:14]1([CH3:28])[CH2:19][O:18][B:17]([C:2]2[CH:7]=[CH:6][C:5]([C:8]3([OH:12])[CH2:11][O:10][CH2:9]3)=[CH:4][CH:3]=2)[O:16][CH2:15]1. (3) Given the reactants [F:1][C:2]([F:7])([F:6])[C:3]([OH:5])=[O:4].C([N:15]1[CH2:24][CH2:23][C:22]2[C:17](=[N:18][C:19]([N:29]3[CH2:34][CH2:33][CH:32]([O:35][C:36]4[CH:43]=[CH:42][C:39]([C:40]#[N:41])=[CH:38][C:37]=4[F:44])[CH2:31][CH2:30]3)=[C:20]([NH:25][CH:26]([CH3:28])[CH3:27])[N:21]=2)[CH2:16]1)C1C=CC=CC=1, predict the reaction product. The product is: [F:44][C:37]1[CH:38]=[C:39]([CH:42]=[CH:43][C:36]=1[O:35][CH:32]1[CH2:31][CH2:30][N:29]([C:19]2[N:18]=[C:17]3[CH2:16][NH:15][CH2:24][CH2:23][C:22]3=[N:21][C:20]=2[NH:25][CH:26]([CH3:28])[CH3:27])[CH2:34][CH2:33]1)[C:40]#[N:41].[C:3]([OH:5])([C:2]([F:7])([F:6])[F:1])=[O:4]. (4) Given the reactants [F:1][C:2]1[CH:24]=[CH:23][C:5]([CH2:6][N:7]2[C:15]3[C:10](=[CH:11][CH:12]=[CH:13][CH:14]=3)[C:9]3[CH2:16][C@@H:17]([C:20](O)=[O:21])[NH:18][CH2:19][C:8]2=3)=[CH:4][CH:3]=1.CC(N(C)C)=O.[N:31]([CH2:34][CH2:35][C:36]([O:38][C:39]([CH3:42])([CH3:41])[CH3:40])=[O:37])=[C:32]=[O:33], predict the reaction product. The product is: [F:1][C:2]1[CH:3]=[CH:4][C:5]([CH2:6][N:7]2[C:15]3[CH:14]=[CH:13][CH:12]=[CH:11][C:10]=3[C:9]3[CH2:16][C@H:17]4[C:20](=[O:21])[N:31]([CH2:34][CH2:35][C:36]([O:38][C:39]([CH3:41])([CH3:40])[CH3:42])=[O:37])[C:32](=[O:33])[N:18]4[CH2:19][C:8]2=3)=[CH:23][CH:24]=1. (5) Given the reactants [Cl:1][C:2]1[CH:7]=[CH:6][C:5]([C:8]2[C:14]3[CH:15]=[CH:16][CH:17]=[CH:18][C:13]=3[N:12]3[C:19]([CH3:22])=[N:20][N:21]=[C:11]3[CH:10]([CH2:23][C:24]([O:26]CC)=[O:25])[CH:9]=2)=[CH:4][CH:3]=1.[OH-].[Na+], predict the reaction product. The product is: [Cl:1][C:2]1[CH:7]=[CH:6][C:5]([C:8]2[C:14]3[CH:15]=[CH:16][CH:17]=[CH:18][C:13]=3[N:12]3[C:19]([CH3:22])=[N:20][N:21]=[C:11]3[CH:10]([CH2:23][C:24]([OH:26])=[O:25])[CH:9]=2)=[CH:4][CH:3]=1. (6) Given the reactants [Br:1][C:2]1[CH:3]=[C:4]([CH:7]=[CH:8][C:9]=1[O:10][C:11]1[CH:16]=[CH:15][C:14]([F:17])=[CH:13][C:12]=1[F:18])[CH:5]=[O:6].C(O)C.[BH4-].[Na+], predict the reaction product. The product is: [Br:1][C:2]1[CH:3]=[C:4]([CH2:5][OH:6])[CH:7]=[CH:8][C:9]=1[O:10][C:11]1[CH:16]=[CH:15][C:14]([F:17])=[CH:13][C:12]=1[F:18]. (7) Given the reactants F[C:2]1[CH:12]=[CH:11][C:5]([C:6]([O:8]CC)=[O:7])=[CH:4][C:3]=1[N+:13]([O-:15])=[O:14].[CH3:16][CH:17]1[CH2:22][CH2:21][CH2:20][CH2:19][NH:18]1.[OH-].[Li+], predict the reaction product. The product is: [CH3:16][CH:17]1[CH2:22][CH2:21][CH2:20][CH2:19][N:18]1[C:2]1[CH:12]=[CH:11][C:5]([C:6]([OH:8])=[O:7])=[CH:4][C:3]=1[N+:13]([O-:15])=[O:14]. (8) Given the reactants [Li]CCCC.Br[C:7]1[CH:12]=[CH:11][CH:10]=[C:9]([CH:13]2[CH2:15][CH2:14]2)[N:8]=1.CN([CH:19]=[O:20])C, predict the reaction product. The product is: [CH:13]1([C:9]2[N:8]=[C:7]([CH:19]=[O:20])[CH:12]=[CH:11][CH:10]=2)[CH2:15][CH2:14]1.